Predict which catalyst facilitates the given reaction. From a dataset of Catalyst prediction with 721,799 reactions and 888 catalyst types from USPTO. (1) Reactant: [NH2:1][CH2:2][CH:3]([OH:7])[CH2:4][O:5][CH3:6].[C:8](Cl)(=[O:17])[O:9][CH2:10][C:11]1[CH:16]=[CH:15][CH:14]=[CH:13][CH:12]=1.C(N(CC)C(C)C)(C)C.CN(C=O)C. Product: [OH:7][CH:3]([CH2:4][O:5][CH3:6])[CH2:2][NH:1][C:8](=[O:17])[O:9][CH2:10][C:11]1[CH:16]=[CH:15][CH:14]=[CH:13][CH:12]=1. The catalyst class is: 527. (2) Reactant: [F:1][C:2]1[CH:3]=[C:4]([C:33](=[O:35])[CH3:34])[CH:5]=[CH:6][C:7]=1[N:8]1[CH2:13][CH2:12][N:11]([C:14]([C:16]2[CH:21]=[C:20]([S:22]([CH3:25])(=[O:24])=[O:23])[CH:19]=[CH:18][C:17]=2[C:26]2[CH:31]=[CH:30][C:29]([F:32])=[CH:28][CH:27]=2)=[O:15])[CH2:10][CH2:9]1.[BH4-].[Na+]. Product: [F:1][C:2]1[CH:3]=[C:4]([CH:33]([OH:35])[CH3:34])[CH:5]=[CH:6][C:7]=1[N:8]1[CH2:13][CH2:12][N:11]([C:14]([C:16]2[CH:21]=[C:20]([S:22]([CH3:25])(=[O:24])=[O:23])[CH:19]=[CH:18][C:17]=2[C:26]2[CH:31]=[CH:30][C:29]([F:32])=[CH:28][CH:27]=2)=[O:15])[CH2:10][CH2:9]1. The catalyst class is: 5.